From a dataset of Reaction yield outcomes from USPTO patents with 853,638 reactions. Predict the reaction yield, written as a fraction of the theoretical maximum amount of product (1.0 means a 100% yield; for example, 0.34 means a 34% yield). The reactants are [CH:1]1[C:14]2[NH:13][C:12]3[C:7](=[CH:8][CH:9]=[CH:10][CH:11]=3)[O:6][C:5]=2[CH:4]=[CH:3][CH:2]=1.[H-].[Na+].Br[CH2:18][C:19]([O:21][CH2:22][CH3:23])=[O:20].O. The catalyst is CN(C)C=O. The product is [CH2:22]([O:21][C:19](=[O:20])[CH2:18][N:13]1[C:14]2[CH:1]=[CH:2][CH:3]=[CH:4][C:5]=2[O:6][C:7]2[C:12]1=[CH:11][CH:10]=[CH:9][CH:8]=2)[CH3:23]. The yield is 0.390.